This data is from Forward reaction prediction with 1.9M reactions from USPTO patents (1976-2016). The task is: Predict the product of the given reaction. (1) Given the reactants [CH3:1][C@H:2]1[CH2:7][NH:6][CH2:5][CH2:4][NH:3]1.[C:8]([NH:15][CH2:16][C:17](O)=[O:18])([O:10][C:11]([CH3:14])([CH3:13])[CH3:12])=[O:9].C[Si](C)(C)N[Si](C)(C)C, predict the reaction product. The product is: [CH3:1][C@@H:2]1[NH:3][CH2:4][CH2:5][N:6]([C:17](=[O:18])[CH2:16][NH:15][C:8](=[O:9])[O:10][C:11]([CH3:12])([CH3:13])[CH3:14])[CH2:7]1. (2) Given the reactants [CH3:1][O:2][C:3]1[CH:8]=[CH:7][N:6]=[C:5]([C:9]2[NH:10][CH:11]=[CH:12][N:13]=2)[CH:4]=1.[H-].[Na+].[CH3:16]OS(C1C=CC(C)=CC=1)(=O)=O, predict the reaction product. The product is: [CH3:1][O:2][C:3]1[CH:8]=[CH:7][N:6]=[C:5]([C:9]2[N:13]([CH3:16])[CH:12]=[CH:11][N:10]=2)[CH:4]=1.